This data is from Forward reaction prediction with 1.9M reactions from USPTO patents (1976-2016). The task is: Predict the product of the given reaction. (1) Given the reactants [NH:1]1[C:9]2[C:4](=[CH:5][CH:6]=[CH:7][CH:8]=2)[C:3]2([C:13]3[CH:14]=[C:15]4[C:20](=[CH:21][C:12]=3[O:11][CH2:10]2)[O:19][CH2:18][CH2:17][CH2:16]4)[C:2]1=[O:22].N1C2C(=CC=CC=2)[C:25]2([CH2:35][O:34][C:33]3[CH:36]=C4C(=C[C:32]2=3)CCO4)C1=O.CC1C=CC(S(OC[C@H]2CCCO2)(=O)=O)=CC=1.BrCC1CCCCO1, predict the reaction product. The product is: [O:34]1[CH2:35][CH2:25][CH2:32][C@@H:33]1[CH2:36][N:1]1[C:9]2[C:4](=[CH:5][CH:6]=[CH:7][CH:8]=2)[C:3]2([C:13]3[CH:14]=[C:15]4[C:20](=[CH:21][C:12]=3[O:11][CH2:10]2)[O:19][CH2:18][CH2:17][CH2:16]4)[C:2]1=[O:22]. (2) Given the reactants [OH:1][C:2]1[CH:16]=[C:15]([CH3:17])[CH:14]=[CH:13][C:3]=1[O:4][C:5]1[CH:12]=[CH:11][C:8]([CH:9]=O)=[CH:7][CH:6]=1.[NH2:18][C@H:19]([C:22]([OH:24])=[O:23])[CH2:20][SH:21], predict the reaction product. The product is: [OH:1][C:2]1[CH:16]=[C:15]([CH3:17])[CH:14]=[CH:13][C:3]=1[O:4][C:5]1[CH:12]=[CH:11][C:8]([CH:9]2[NH:18][CH:19]([C:22]([OH:24])=[O:23])[CH2:20][S:21]2)=[CH:7][CH:6]=1. (3) The product is: [F:1][C:2]1[CH:7]=[CH:6][C:5]([F:8])=[CH:4][C:3]=1[C:9]1[CH2:13][N:12]([C:14]([N:16]([C@H:18]2[CH2:23][CH2:22][N:21]([CH2:34][CH2:35][CH2:36][Si:37]([CH3:40])([CH3:39])[CH3:38])[CH2:20][C@H:19]2[F:24])[CH3:17])=[O:15])[C@:11]([CH2:31][OH:32])([C:25]2[CH:30]=[CH:29][CH:28]=[CH:27][CH:26]=2)[CH:10]=1. Given the reactants [F:1][C:2]1[CH:7]=[CH:6][C:5]([F:8])=[CH:4][C:3]=1[C:9]1[CH2:13][N:12]([C:14]([N:16]([C@H:18]2[CH2:23][CH2:22][NH:21][CH2:20][C@H:19]2[F:24])[CH3:17])=[O:15])[C@:11]([CH2:31][OH:32])([C:25]2[CH:30]=[CH:29][CH:28]=[CH:27][CH:26]=2)[CH:10]=1.Cl[CH2:34][CH2:35][CH2:36][Si:37]([CH3:40])([CH3:39])[CH3:38].[I-].[Na+].CCOC(C)=O, predict the reaction product. (4) Given the reactants [CH2:1]([OH:11])[C:2]1[CH:10]=[CH:9][C:7]([OH:8])=[C:4]([O:5][CH3:6])[CH:3]=1.[C:12](OCC)(=[O:14])[CH3:13], predict the reaction product. The product is: [C:12]([O:11][CH2:1][C:2]1[CH:10]=[CH:9][C:7]([OH:8])=[C:4]([O:5][CH3:6])[CH:3]=1)(=[O:14])[CH3:13]. (5) Given the reactants [Cl:1][C:2]1[C:10]2[N:6]([C:7]([CH:14]3[CH2:18][CH2:17][O:16][CH2:15]3)=[CH:8][C:9]=2[C:11]([OH:13])=O)[CH:5]=[CH:4][CH:3]=1.Cl.[F:20][C:21]1([F:29])[CH2:26][CH2:25][CH2:24][CH:23]([CH2:27][NH2:28])[CH2:22]1.Cl.CN(C)CCCN=C=NCC.N1(O)C2C=CC=CC=2N=N1.C(N(C(C)C)C(C)C)C, predict the reaction product. The product is: [F:20][C:21]1([F:29])[CH2:26][CH2:25][CH2:24][CH:23]([CH2:27][NH:28][C:11]([C:9]2[CH:8]=[C:7]([CH:14]3[CH2:18][CH2:17][O:16][CH2:15]3)[N:6]3[C:10]=2[C:2]([Cl:1])=[CH:3][CH:4]=[CH:5]3)=[O:13])[CH2:22]1. (6) Given the reactants ClC1C=C(C=CC=1)C(OO)=[O:6].[CH3:12][O:13][C:14]1[CH:15]=[C:16]([NH:25][C:26](=[O:40])[C:27]([NH:29][C:30]([CH3:39])([CH3:38])[CH2:31][C:32]2[CH:37]=[CH:36][N:35]=[CH:34][CH:33]=2)=[O:28])[CH:17]=[CH:18][C:19]=1[C:20]1[O:24][CH:23]=[N:22][CH:21]=1, predict the reaction product. The product is: [CH3:12][O:13][C:14]1[CH:15]=[C:16]([NH:25][C:26](=[O:40])[C:27]([NH:29][C:30]([CH3:38])([CH3:39])[CH2:31][C:32]2[CH:33]=[CH:34][N+:35]([O-:6])=[CH:36][CH:37]=2)=[O:28])[CH:17]=[CH:18][C:19]=1[C:20]1[O:24][CH:23]=[N:22][CH:21]=1. (7) The product is: [Br:3][C:4]1[CH:5]=[CH:6][C:7]([O:8][CH:9]2[CH2:10][CH2:11][CH:12]([OH:15])[CH2:13][CH2:14]2)=[CH:16][CH:17]=1. Given the reactants [BH4-].[Na+].[Br:3][C:4]1[CH:17]=[CH:16][C:7]([O:8][CH:9]2[CH2:14][CH2:13][C:12](=[O:15])[CH2:11][CH2:10]2)=[CH:6][CH:5]=1, predict the reaction product. (8) Given the reactants [C:1]([O:9][C:10]1[C:15](=[O:16])[NH:14][C:13]([C:17]2([O:25][CH2:26][CH2:27][O:28]OC(=O)C3C=CC=CC=3)[CH2:22][CH2:21][CH:20]([CH2:23][OH:24])[CH2:19][CH2:18]2)=[N:12][C:11]=1[C:38]([O:40][CH2:41][CH3:42])=[O:39])(=[O:8])C1C=CC=CC=1.C(N([CH2:48][CH3:49])CC)C.[CH3:50][S:51](Cl)(=[O:53])=[O:52].C([O:58][CH2:59][CH3:60])(=O)C, predict the reaction product. The product is: [C:1]([O:9][C:10]1[C:15](=[O:16])[NH:14][C:13]([C:17]2([O:25][CH2:26][CH2:27][O:28][C:59](=[O:58])[C:60]3[CH:49]=[CH:48][CH:15]=[CH:10][CH:11]=3)[CH2:18][CH2:19][CH:20]([CH2:23][O:24][S:51]([CH3:50])(=[O:53])=[O:52])[CH2:21][CH2:22]2)=[N:12][C:11]=1[C:38]([O:40][CH2:41][CH3:42])=[O:39])(=[O:8])[C:17]1[CH:22]=[CH:21][CH:20]=[CH:19][CH:18]=1. (9) Given the reactants [Cl:1][C:2]1[CH:7]=[CH:6][CH:5]=[C:4]([Cl:8])[C:3]=1[CH2:9][S:10]([C:13]1[CH:14]=[C:15]2[C:19](=[CH:20][CH:21]=1)[NH:18][C:17](=[O:22])/[C:16]/2=[CH:23]\[C:24]1[NH:28][C:27]([CH3:29])=[C:26]([C:30]([OH:32])=O)[C:25]=1[CH3:33])(=[O:12])=[O:11].C1C=CC2N(O)N=NC=2C=1.CCN=C=NCCCN(C)C.Cl.[CH3:56][O:57][CH2:58][CH2:59][NH2:60], predict the reaction product. The product is: [CH3:56][O:57][CH2:58][CH2:59][NH:60][C:30]([C:26]1[C:25]([CH3:33])=[C:24](/[CH:23]=[C:16]2\[C:17](=[O:22])[NH:18][C:19]3[C:15]\2=[CH:14][C:13]([S:10]([CH2:9][C:3]2[C:4]([Cl:8])=[CH:5][CH:6]=[CH:7][C:2]=2[Cl:1])(=[O:12])=[O:11])=[CH:21][CH:20]=3)[NH:28][C:27]=1[CH3:29])=[O:32].